From a dataset of Full USPTO retrosynthesis dataset with 1.9M reactions from patents (1976-2016). Predict the reactants needed to synthesize the given product. (1) Given the product [CH2:15]([O:14][C:9](=[O:13])[C@H:10]([CH3:12])[NH:6][C:5]1[CH:7]=[CH:8][C:2]([Cl:1])=[CH:3][CH:4]=1)[CH:16]([CH3:18])[CH3:17], predict the reactants needed to synthesize it. The reactants are: [Cl:1][C:2]1[CH:8]=[CH:7][C:5]([NH2:6])=[CH:4][CH:3]=1.[C:9]([O:14][CH2:15][CH:16]([CH3:18])[CH3:17])(=[O:13])[C:10]([CH3:12])=O. (2) Given the product [CH2:1]([O:8][C@@H:9]1[C@@H:21]([O:22][CH2:23][C:24]2[CH:25]=[CH:26][C:27]([O:30][CH3:31])=[CH:28][CH:29]=2)[C@@H:20]([OH:32])[C@@H:19]([CH2:33][O:34][Si:35]([C:38]([CH3:41])([CH3:40])[CH3:39])([CH3:37])[CH3:36])[O:18][C@H:10]1[O:11][CH2:12][CH2:13][Si:14]([CH3:16])([CH3:15])[CH3:17])[C:2]1[CH:7]=[CH:6][CH:5]=[CH:4][CH:3]=1, predict the reactants needed to synthesize it. The reactants are: [CH2:1]([O:8][C@@H:9]1[C@@H:21]([O:22][CH2:23][C:24]2[CH:29]=[CH:28][C:27]([O:30][CH3:31])=[CH:26][CH:25]=2)[C@@H:20]([OH:32])[C@@H:19]([CH2:33][OH:34])[O:18][C@H:10]1[O:11][CH2:12][CH2:13][Si:14]([CH3:17])([CH3:16])[CH3:15])[C:2]1[CH:7]=[CH:6][CH:5]=[CH:4][CH:3]=1.[Si:35](Cl)([C:38]([CH3:41])([CH3:40])[CH3:39])([CH3:37])[CH3:36].N1C=CN=C1. (3) Given the product [CH3:16][CH:14]([CH2:13][CH2:12][CH2:11][C@H:10]([C@@H:9]1[C@:18]2([CH3:29])[C@H:6]([C:5]3[C@H:21]([CH2:20][CH2:19]2)[C@:22]2([CH3:28])[C@@:2]([OH:1])([CH2:26][C@@H:25]([OH:27])[CH2:24][CH2:23]2)[CH2:3][CH:4]=3)[CH2:7][CH2:8]1)[CH3:17])[CH3:15], predict the reactants needed to synthesize it. The reactants are: [O:1]1[C@@H:3]2[CH:4]=[C:5]3[C@@H:21]([C@@:22]4([CH3:28])[CH2:23][CH2:24][C@H:25]([OH:27])[CH2:26][C@@:2]124)[CH2:20][CH2:19][C@@:18]1([CH3:29])[C@H:6]3[CH2:7][CH2:8][C@@H:9]1[C@H:10]([CH3:17])[CH2:11][CH2:12][CH2:13][CH:14]([CH3:16])[CH3:15]. (4) Given the product [C:37]([OH:44])(=[O:43])/[CH:38]=[CH:39]/[C:40]([OH:42])=[O:41].[Cl:1][C:2]1[CH:3]=[C:4]([C@@H:8]([C@@H:17]2[CH2:22][CH2:21][CH2:20][N:19]([C:23](=[O:36])[NH:24][CH2:25][C@@H:26]([NH:34][CH3:35])[CH2:27][C@H:28]3[CH2:33][CH2:32][CH2:31][O:30][CH2:29]3)[CH2:18]2)[O:9][CH2:10][CH2:11][NH:12][C:13](=[O:16])[O:14][CH3:15])[CH:5]=[CH:6][CH:7]=1, predict the reactants needed to synthesize it. The reactants are: [Cl:1][C:2]1[CH:3]=[C:4]([C@@H:8]([C@@H:17]2[CH2:22][CH2:21][CH2:20][N:19]([C:23](=[O:36])[NH:24][CH2:25][C@@H:26]([NH:34][CH3:35])[CH2:27][C@H:28]3[CH2:33][CH2:32][CH2:31][O:30][CH2:29]3)[CH2:18]2)[O:9][CH2:10][CH2:11][NH:12][C:13](=[O:16])[O:14][CH3:15])[CH:5]=[CH:6][CH:7]=1.[C:37]([OH:44])(=[O:43])/[CH:38]=[CH:39]/[C:40]([OH:42])=[O:41]. (5) Given the product [S:20]1[C:24]([C:2]2[C:10]3[C:5](=[CH:6][CH:7]=[C:46]([C:45]([O:44][CH3:43])=[O:36])[CH:9]=3)[NH:4][N:3]=2)=[CH:23][C:22]2[CH:28]=[CH:29][CH:30]=[CH:31][C:21]1=2, predict the reactants needed to synthesize it. The reactants are: Br[C:2]1[C:10]2[C:5](=[CH:6][CH:7]=C(C(N)=O)[CH:9]=2)[N:4](C2CCCCO2)[N:3]=1.[S:20]1[C:24](B(O)O)=[CH:23][C:22]2[CH:28]=[CH:29][CH:30]=[CH:31][C:21]1=2.ClCCl.P([O-])([O-])([O-])=[O:36].[K+].[K+].[K+].[CH3:43][O:44][CH2:45][CH2:46]OC.